Predict the reactants needed to synthesize the given product. From a dataset of Full USPTO retrosynthesis dataset with 1.9M reactions from patents (1976-2016). (1) Given the product [CH2:13]([C@@H:12]1[NH:11][C:2]2[C:3](=[CH:4][CH:5]=[CH:6][CH:7]=2)[NH:8][C:20]1=[O:21])[C:14]1[CH:19]=[CH:18][CH:17]=[CH:16][CH:15]=1, predict the reactants needed to synthesize it. The reactants are: F[C:2]1[CH:7]=[CH:6][CH:5]=[CH:4][C:3]=1[N+:8]([O-])=O.[NH2:11][C@H:12]([C:20](O)=[O:21])[CH2:13][C:14]1[CH:19]=[CH:18][CH:17]=[CH:16][CH:15]=1.C(=O)(O)[O-].[Na+]. (2) Given the product [CH3:6][O:7][C:8](=[O:36])[N:9]=[C:10]([S:34][CH3:35])[C:11]([C:25]1[CH:30]=[C:29]([O:31][CH2:44][CH2:45][O:46][CH:47]2[CH2:52][CH2:51][CH2:50][CH2:49][O:48]2)[CH:28]=[C:27]([C:32]#[CH:33])[CH:26]=1)=[N:12][C:13]1[CH:18]=[CH:17][C:16]([C:19]2[N:23]=[C:22]([CH3:24])[O:21][N:20]=2)=[CH:15][CH:14]=1, predict the reactants needed to synthesize it. The reactants are: CN(C=O)C.[CH3:6][O:7][C:8](=[O:36])[N:9]=[C:10]([S:34][CH3:35])[C:11]([C:25]1[CH:30]=[C:29]([OH:31])[CH:28]=[C:27]([C:32]#[CH:33])[CH:26]=1)=[N:12][C:13]1[CH:18]=[CH:17][C:16]([C:19]2[N:23]=[C:22]([CH3:24])[O:21][N:20]=2)=[CH:15][CH:14]=1.C(=O)([O-])[O-].[K+].[K+].Br[CH2:44][CH2:45][O:46][CH:47]1[CH2:52][CH2:51][CH2:50][CH2:49][O:48]1. (3) Given the product [C:3]1(=[CH:9][C:10]([OH:12])=[O:11])[CH2:8][CH2:7][CH2:6][CH2:5][CH2:4]1, predict the reactants needed to synthesize it. The reactants are: [OH-].[K+].[C:3]1(=[CH:9][C:10]([O:12]CC)=[O:11])[CH2:8][CH2:7][CH2:6][CH2:5][CH2:4]1. (4) Given the product [CH2:6]([O:13][N:14]1[C:19](=[O:20])[C:18]2[CH:21]=[C:22]([F:26])[C:23]([N:1]3[CH2:5][CH2:4][CH2:3][CH2:2]3)=[N:24][C:17]=2[N:16]([C:27]2[CH:28]=[CH:29][C:30]([CH3:33])=[CH:31][CH:32]=2)[C:15]1=[O:34])[C:7]1[CH:12]=[CH:11][CH:10]=[CH:9][CH:8]=1, predict the reactants needed to synthesize it. The reactants are: [NH:1]1[CH2:5][CH2:4][CH2:3][CH2:2]1.[CH2:6]([O:13][N:14]1[C:19](=[O:20])[C:18]2[CH:21]=[C:22]([F:26])[C:23](Cl)=[N:24][C:17]=2[N:16]([C:27]2[CH:32]=[CH:31][C:30]([CH3:33])=[CH:29][CH:28]=2)[C:15]1=[O:34])[C:7]1[CH:12]=[CH:11][CH:10]=[CH:9][CH:8]=1.C(N(CC)CC)C. (5) Given the product [N+:8]([C:5]1[CH:6]=[CH:7][C:2]([N:11]2[CH2:16][CH2:15][CH2:14][CH:13]([NH:17][C:18](=[O:24])[O:19][C:20]([CH3:22])([CH3:21])[CH3:23])[CH2:12]2)=[CH:3][CH:4]=1)([O-:10])=[O:9], predict the reactants needed to synthesize it. The reactants are: F[C:2]1[CH:7]=[CH:6][C:5]([N+:8]([O-:10])=[O:9])=[CH:4][CH:3]=1.[NH:11]1[CH2:16][CH2:15][CH2:14][CH:13]([NH:17][C:18](=[O:24])[O:19][C:20]([CH3:23])([CH3:22])[CH3:21])[CH2:12]1.CCN(C(C)C)C(C)C. (6) Given the product [CH:27]([C:30]1[CH:35]=[CH:34][C:33]([N:3]2[C:4](=[O:26])[C:5]([CH2:11][C:12]3[CH:17]=[CH:16][C:15]([C:18]4[C:19]([C:24]#[N:25])=[CH:20][CH:21]=[CH:22][CH:23]=4)=[CH:14][CH:13]=3)=[C:6]([CH2:8][CH2:9][CH3:10])[N:7]=[C:2]2[CH3:1])=[CH:32][CH:31]=1)([CH3:29])[CH3:28], predict the reactants needed to synthesize it. The reactants are: [CH3:1][C:2]1[NH:3][C:4](=[O:26])[C:5]([CH2:11][C:12]2[CH:17]=[CH:16][C:15]([C:18]3[C:19]([C:24]#[N:25])=[CH:20][CH:21]=[CH:22][CH:23]=3)=[CH:14][CH:13]=2)=[C:6]([CH2:8][CH2:9][CH3:10])[N:7]=1.[CH:27]([C:30]1[CH:35]=[CH:34][C:33](B(O)O)=[CH:32][CH:31]=1)([CH3:29])[CH3:28].C(N(CC)CC)C.N1C=CC=CC=1.